Dataset: Full USPTO retrosynthesis dataset with 1.9M reactions from patents (1976-2016). Task: Predict the reactants needed to synthesize the given product. (1) Given the product [C:9]1([C:15]([NH:18][CH2:7][C:2]2[CH:3]=[CH:4][CH:5]=[CH:6][N:1]=2)([CH3:17])[CH3:16])[CH:14]=[CH:13][CH:12]=[CH:11][CH:10]=1, predict the reactants needed to synthesize it. The reactants are: [N:1]1[CH:6]=[CH:5][CH:4]=[CH:3][C:2]=1[CH:7]=O.[C:9]1([C:15]([NH2:18])([CH3:17])[CH3:16])[CH:14]=[CH:13][CH:12]=[CH:11][CH:10]=1. (2) Given the product [C:15]1([C:8]2[C:9]3[N:10]([CH:12]=[N:13][N:14]=3)[CH:11]=[C:6]([C:5]3[S:34][C:33]([NH:32][CH2:29][CH2:30][CH3:31])=[N:35][CH:4]=3)[CH:7]=2)[CH:16]=[CH:17][CH:18]=[CH:19][CH:20]=1, predict the reactants needed to synthesize it. The reactants are: C(O/[CH:4]=[CH:5]\[C:6]1[CH:7]=[C:8]([C:15]2[CH:20]=[CH:19][CH:18]=[CH:17][CH:16]=2)[C:9]2[N:10]([CH:12]=[N:13][N:14]=2)[CH:11]=1)C.C1C(=O)N(Br)C(=O)C1.[CH2:29]([NH:32][C:33]([NH2:35])=[S:34])[CH2:30][CH3:31]. (3) The reactants are: [NH2:1][C:2]1([CH2:9][C:10]([O:12][CH2:13]C)=[O:11])[CH2:7][CH2:6][CH2:5][N:4]([CH3:8])[CH2:3]1.C(N(CC)CC)C.[CH2:22]([C:27]1[CH:32]=[CH:31][C:30]([S:33](Cl)(=[O:35])=[O:34])=[CH:29][CH:28]=1)[CH2:23][CH2:24][CH2:25][CH3:26]. Given the product [CH3:8][N:4]1[CH2:5][CH2:6][CH2:7][C:2]([CH2:9][C:10]([O:12][CH3:13])=[O:11])([NH:1][S:33]([C:30]2[CH:31]=[CH:32][C:27]([CH2:22][CH2:23][CH2:24][CH2:25][CH3:26])=[CH:28][CH:29]=2)(=[O:35])=[O:34])[CH2:3]1, predict the reactants needed to synthesize it. (4) Given the product [CH:43]1([O:48][C:49]2[CH:50]=[CH:40][C:39]([NH:38][C:36](=[O:37])[NH:33][C:32]3[CH:31]=[CH:15][C:14]([N:9]4[CH2:10][CH2:11][CH:7]([N:3]([CH2:1][CH3:2])[C:4](=[O:6])[CH3:5])[CH2:8]4)=[CH:13][CH:18]=3)=[CH:54][CH:55]=2)[CH2:44][CH2:45][CH2:46][CH2:47]1, predict the reactants needed to synthesize it. The reactants are: [CH2:1]([N:3]([CH:7]1[CH2:11][CH2:10][NH:9][CH2:8]1)[C:4](=[O:6])[CH3:5])[CH3:2].F[C:13]1[CH:18]=CC([N+]([O-])=O)=[CH:15][CH:14]=1.[H][H].NC1C=CC=CC=1.[CH:31]1N=C[N:33]([C:36]([N:38]2C=N[CH:40]=[CH:39]2)=[O:37])[CH:32]=1.[CH:43]1([O:48][C:49]2[CH:55]=[CH:54]C(N)=C[CH:50]=2)[CH2:47][CH2:46][CH2:45][CH2:44]1.